From a dataset of Full USPTO retrosynthesis dataset with 1.9M reactions from patents (1976-2016). Predict the reactants needed to synthesize the given product. (1) Given the product [C:24]([NH:27][C:28]1[N:33]=[C:32]([CH3:34])[C:31]([C:35]2[CH:44]=[CH:43][C:38]([C:39]([N:15]3[C:16]4[C:12](=[CH:11][C:10]([O:18][CH3:19])=[C:9]([N:4]5[CH2:5][C@H:6]([CH3:8])[NH:7][C@H:2]([CH3:1])[CH2:3]5)[CH:17]=4)[CH2:13][CH2:14]3)=[O:40])=[CH:37][CH:36]=2)=[CH:30][CH:29]=1)(=[O:26])[CH3:25], predict the reactants needed to synthesize it. The reactants are: [CH3:1][C@H:2]1[NH:7][C@@H:6]([CH3:8])[CH2:5][N:4]([C:9]2[CH:17]=[C:16]3[C:12]([CH2:13][CH2:14][NH:15]3)=[CH:11][C:10]=2[O:18][CH3:19])[CH2:3]1.C[Al](C)C.[C:24]([NH:27][C:28]1[N:33]=[C:32]([CH3:34])[C:31]([C:35]2[CH:44]=[CH:43][C:38]([C:39](OC)=[O:40])=[CH:37][CH:36]=2)=[CH:30][CH:29]=1)(=[O:26])[CH3:25]. (2) Given the product [Cl:1][C:2]1[CH:7]=[C:6]2[NH:8][C:9](=[O:36])[C:10]3([CH:15]([C:16]4[CH:21]=[CH:20][CH:19]=[C:18]([Cl:22])[CH:17]=4)[CH2:14][C:13](=[O:23])[N:12]([CH2:24][C:25]([F:39])=[O:26])[CH:11]3[C:28]3[CH:33]=[C:32]([F:34])[CH:31]=[CH:30][C:29]=3[CH3:35])[C:5]2=[CH:4][CH:3]=1, predict the reactants needed to synthesize it. The reactants are: [Cl:1][C:2]1[CH:7]=[C:6]2[NH:8][C:9](=[O:36])[C@:10]3([C@H:15]([C:16]4[CH:21]=[CH:20][CH:19]=[C:18]([Cl:22])[CH:17]=4)[CH2:14][C:13](=[O:23])[N:12]([CH2:24][C:25](O)=[O:26])[C@@H:11]3[C:28]3[CH:33]=[C:32]([F:34])[CH:31]=[CH:30][C:29]=3[CH3:35])[C:5]2=[CH:4][CH:3]=1.N1C(F)=NC(F)=NC=1[F:39].N1C=CC=CC=1. (3) Given the product [F:10][C:7]1[CH:8]=[CH:9][C:4]2[CH:3]=[CH:2][O:11][C:5]=2[CH:6]=1, predict the reactants needed to synthesize it. The reactants are: Br[C:2](Br)=[CH:3][C:4]1[CH:9]=[CH:8][C:7]([F:10])=[CH:6][C:5]=1[OH:11].[O-]P([O-])([O-])=O.[K+].[K+].[K+]. (4) Given the product [NH2:44][C:2]1[N:7]=[C:6]([C:8]2[S:12][C:11]([C:13]3([CH3:26])[CH2:18][CH2:17][N:16]([C:19]([O:21][C:22]([CH3:25])([CH3:24])[CH3:23])=[O:20])[CH2:15][CH2:14]3)=[N:10][C:9]=2[C:27]2[CH:32]=[CH:31][CH:30]=[C:29]([NH:33][S:34]([C:37]3[CH:41]=[CH:40][O:39][CH:38]=3)(=[O:36])=[O:35])[C:28]=2[F:42])[CH:5]=[CH:4][N:3]=1, predict the reactants needed to synthesize it. The reactants are: Cl[C:2]1[N:7]=[C:6]([C:8]2[S:12][C:11]([C:13]3([CH3:26])[CH2:18][CH2:17][N:16]([C:19]([O:21][C:22]([CH3:25])([CH3:24])[CH3:23])=[O:20])[CH2:15][CH2:14]3)=[N:10][C:9]=2[C:27]2[CH:32]=[CH:31][CH:30]=[C:29]([NH:33][S:34]([C:37]3[CH:41]=[CH:40][O:39][CH:38]=3)(=[O:36])=[O:35])[C:28]=2[F:42])[CH:5]=[CH:4][N:3]=1.[OH-].[NH4+:44].